This data is from Forward reaction prediction with 1.9M reactions from USPTO patents (1976-2016). The task is: Predict the product of the given reaction. (1) Given the reactants N1C2C(=CC=C3C=2N=CC=C3)C=CC=1.C(=O)([O-])[O-].[Cs+].[Cs+].[CH3:21][C:22]1[N:23]=[CH:24][NH:25][CH:26]=1.I[C:28]1[C:29]([C:35]([O:37]C)=[O:36])=[N:30][C:31]([CH3:34])=[CH:32][CH:33]=1.COC1C2C(=C3C(=CC=2)C(OC)=CC=N3)N=CC=1, predict the reaction product. The product is: [CH3:34][C:31]1[N:30]=[C:29]([C:35]([OH:37])=[O:36])[C:28]([N:25]2[CH:26]=[C:22]([CH3:21])[N:23]=[CH:24]2)=[CH:33][CH:32]=1. (2) Given the reactants [C:1]([CH2:3][O:4][C:5]1[CH:10]=[CH:9][C:8]([S:11]([CH2:14][CH2:15][CH:16]2[CH2:21][CH2:20][N:19](C(OC(C)(C)C)=O)[CH2:18][CH2:17]2)(=[O:13])=[O:12])=[CH:7][CH:6]=1)#[N:2].[ClH:29].O1CCOCC1.C(OCC)C, predict the reaction product. The product is: [ClH:29].[NH:19]1[CH2:20][CH2:21][CH:16]([CH2:15][CH2:14][S:11]([C:8]2[CH:7]=[CH:6][C:5]([O:4][CH2:3][C:1]#[N:2])=[CH:10][CH:9]=2)(=[O:12])=[O:13])[CH2:17][CH2:18]1.